This data is from Reaction yield outcomes from USPTO patents with 853,638 reactions. The task is: Predict the reaction yield, written as a fraction of the theoretical maximum amount of product (1.0 means a 100% yield; for example, 0.34 means a 34% yield). (1) The reactants are [C:1]1([S:7][C:8]2[CH:9]=[N:10][C:11]([CH2:14][NH2:15])=[N:12][CH:13]=2)[CH:6]=[CH:5][CH:4]=[CH:3][CH:2]=1.C(N(CC)CC)C.[C:23](O[C:23]([O:25][C:26]([CH3:29])([CH3:28])[CH3:27])=[O:24])([O:25][C:26]([CH3:29])([CH3:28])[CH3:27])=[O:24]. The catalyst is ClCCl.O. The product is [C:1]1([S:7][C:8]2[CH:9]=[N:10][C:11]([CH2:14][NH:15][C:23](=[O:24])[O:25][C:26]([CH3:29])([CH3:28])[CH3:27])=[N:12][CH:13]=2)[CH:2]=[CH:3][CH:4]=[CH:5][CH:6]=1. The yield is 0.360. (2) The reactants are Br[C:2]1[CH:3]=[C:4]([C:16]([NH:18][CH2:19][C:20]2[C:21](=[O:28])[NH:22][C:23]([CH3:27])=[CH:24][C:25]=2[CH3:26])=[O:17])[C:5]2[CH:6]=[N:7][N:8]([CH:11]3[CH2:15][CH2:14][CH2:13][CH2:12]3)[C:9]=2[CH:10]=1.[F:29][C:30]1[CH:35]=[CH:34][C:33](B(O)O)=[CH:32][CH:31]=1.C(=O)(O)[O-].[Na+].O. The catalyst is O1CCOCC1.O.C1C=CC(P(C2C=CC=CC=2)[C-]2C=CC=C2)=CC=1.C1C=CC(P(C2C=CC=CC=2)[C-]2C=CC=C2)=CC=1.Cl[Pd]Cl.[Fe+2].C(Cl)Cl. The product is [CH:11]1([N:8]2[C:9]3[CH:10]=[C:2]([C:33]4[CH:34]=[CH:35][C:30]([F:29])=[CH:31][CH:32]=4)[CH:3]=[C:4]([C:16]([NH:18][CH2:19][C:20]4[C:21](=[O:28])[NH:22][C:23]([CH3:27])=[CH:24][C:25]=4[CH3:26])=[O:17])[C:5]=3[CH:6]=[N:7]2)[CH2:15][CH2:14][CH2:13][CH2:12]1. The yield is 0.750. (3) The reactants are FC(F)(F)C(O)=O.[NH2:8][CH2:9][CH2:10][N:11]1[C:20]2[C:15]([C:16](=[O:22])[NH:17][C:18](=[O:21])[N:19]=2)=[N:14][C:13]2[CH:23]=[C:24]([CH3:28])[C:25]([CH3:27])=[CH:26][C:12]1=2.[C:29]1(=[O:35])[O:34][C:32](=[O:33])[CH2:31][CH2:30]1. The catalyst is N1C=CC=CC=1. The product is [CH3:28][C:24]1[C:25]([CH3:27])=[CH:26][C:12]2[N:11]([CH2:10][CH2:9][NH:8][C:29](=[O:35])[CH2:30][CH2:31][C:32]([OH:34])=[O:33])[C:20]3[C:15]([C:16](=[O:22])[NH:17][C:18](=[O:21])[N:19]=3)=[N:14][C:13]=2[CH:23]=1. The yield is 0.170.